The task is: Predict which catalyst facilitates the given reaction.. This data is from Catalyst prediction with 721,799 reactions and 888 catalyst types from USPTO. (1) Reactant: [CH3:1][C:2]1([CH3:14])[C:6]([CH3:8])([CH3:7])[O:5][B:4]([C:9]2[CH:10]=[N:11][NH:12][CH:13]=2)[O:3]1.[H-].[Na+].Br[CH2:18][CH2:19][O:20][CH:21]1[CH2:26][CH2:25][CH2:24][CH2:23][O:22]1.O. Product: [O:22]1[CH2:23][CH2:24][CH2:25][CH2:26][CH:21]1[O:20][CH2:19][CH2:18][N:12]1[CH:13]=[C:9]([B:4]2[O:5][C:6]([CH3:7])([CH3:8])[C:2]([CH3:14])([CH3:1])[O:3]2)[CH:10]=[N:11]1. The catalyst class is: 9. (2) Reactant: [CH3:1][C:2]1[C:7](/[CH:8]=[C:9](\[CH2:13][CH2:14][CH2:15][CH2:16][CH2:17][CH2:18][CH2:19][CH2:20][CH3:21])/[C:10]([OH:12])=[O:11])=[C:6]([O:22]C)[C:5]([O:24][CH3:25])=[C:4]([O:26][CH3:27])[C:3]=1[O:28]C. Product: [CH3:27][O:26][C:4]1[C:3](=[O:28])[C:2]([CH3:1])=[C:7](/[CH:8]=[C:9](\[CH2:13][CH2:14][CH2:15][CH2:16][CH2:17][CH2:18][CH2:19][CH2:20][CH3:21])/[C:10]([OH:12])=[O:11])[C:6](=[O:22])[C:5]=1[O:24][CH3:25]. The catalyst class is: 28. (3) Reactant: [C:1]([O:5][C:6]([N:8]1[CH2:17][CH2:16][C:15]2[C:11](=[C:12]([C:25]3[CH:30]=[CH:29][C:28](Cl)=[CH:27][CH:26]=3)[N:13]([CH2:18][C:19]3[CH:24]=[CH:23][CH:22]=[CH:21][CH:20]=3)[N:14]=2)[CH2:10][CH2:9]1)=[O:7])([CH3:4])([CH3:3])[CH3:2].[H-].[Al+3].[Li+].[H-].[H-].[H-].O. Product: [C:1]([O:5][C:6]([N:8]1[CH2:17][CH2:16][C:15]2[C:11](=[C:12]([C:25]3[CH:30]=[CH:29][CH:28]=[CH:27][CH:26]=3)[N:13]([CH2:18][C:19]3[CH:24]=[CH:23][CH:22]=[CH:21][CH:20]=3)[N:14]=2)[CH2:10][CH2:9]1)=[O:7])([CH3:4])([CH3:2])[CH3:3]. The catalyst class is: 1.